From a dataset of Full USPTO retrosynthesis dataset with 1.9M reactions from patents (1976-2016). Predict the reactants needed to synthesize the given product. (1) Given the product [CH3:1][C:2]1[C:3]([C:12]2[CH:16]=[C:15]3[N:17]=[C:18]([OH:25])[CH:19]=[C:20]([OH:21])[N:14]3[N:13]=2)=[N:4][C:5]2[C:10]([N:11]=1)=[CH:9][CH:8]=[CH:7][CH:6]=2.[CH3:26][N:17]([C:15]1[CH:16]=[CH:12][N:13]=[CH:32][CH:33]=1)[CH3:18], predict the reactants needed to synthesize it. The reactants are: [CH3:1][C:2]1[C:3]([C:12]2[CH:16]=[C:15]([NH:17][C:18](=[O:25])[CH2:19][C:20](OCC)=[O:21])[NH:14][N:13]=2)=[N:4][C:5]2[C:10]([N:11]=1)=[CH:9][CH:8]=[CH:7][CH:6]=2.[CH3:26]O.C(O[CH2:32][CH3:33])(=O)C. (2) Given the product [CH3:1][O:2][C:3]1[CH:4]=[CH:5][C:6]([C:9]2[C:18](=[O:19])[C:17]3[C:12](=[CH:13][CH:14]=[N:15][C:16]=3[NH:20][C:21]3[CH:26]=[CH:25][CH:24]=[CH:23][CH:22]=3)[N:11]([CH2:30][CH3:31])[CH:10]=2)=[CH:7][CH:8]=1, predict the reactants needed to synthesize it. The reactants are: [CH3:1][O:2][C:3]1[CH:8]=[CH:7][C:6]([C:9]2[C:18](=[O:19])[C:17]3[C:12](=[CH:13][CH:14]=[N:15][C:16]=3[NH:20][C:21]3[CH:26]=[CH:25][CH:24]=[CH:23][CH:22]=3)[NH:11][CH:10]=2)=[CH:5][CH:4]=1.IC.I[CH2:30][CH3:31].